Dataset: Full USPTO retrosynthesis dataset with 1.9M reactions from patents (1976-2016). Task: Predict the reactants needed to synthesize the given product. Given the product [Cl:1][C:2]1[CH:3]=[CH:4][C:5]([CH2:8][OH:9])=[N:6][CH:7]=1, predict the reactants needed to synthesize it. The reactants are: [Cl:1][C:2]1[CH:3]=[CH:4][C:5]([C:8](O)=[O:9])=[N:6][CH:7]=1.B.C1COCC1.